Task: Predict which catalyst facilitates the given reaction.. Dataset: Catalyst prediction with 721,799 reactions and 888 catalyst types from USPTO (1) Reactant: [NH2:1][C:2]1[CH:7]=[CH:6][C:5]([C:8]#[N:9])=[CH:4][N:3]=1.[N-:10]=[N+:11]=[N-:12].[Na+].[Cl-].[NH4+]. Product: [NH3:1].[N:9]1[NH:10][N:11]=[N:12][C:8]=1[C:5]1[CH:6]=[CH:7][C:2]([NH2:1])=[N:3][CH:4]=1. The catalyst class is: 3. (2) Reactant: P(Cl)(Cl)(Cl)=O.CN([CH:9]=[O:10])C.[CH3:11][C:12](=[N:17][NH:18][C:19](N)=O)[C:13]([CH3:16])([CH3:15])[CH3:14].[OH-].[Na+]. Product: [C:13]([C:12]1[C:11]([CH:9]=[O:10])=[CH:19][NH:18][N:17]=1)([CH3:16])([CH3:15])[CH3:14]. The catalyst class is: 581.